Task: Predict the product of the given reaction.. Dataset: Forward reaction prediction with 1.9M reactions from USPTO patents (1976-2016) (1) Given the reactants [OH-].[K+].[Br:3][C:4]1[CH:5]=[CH:6][C:7]2[N:8]([N:10]=[C:11]([C:17]3[CH:22]=[CH:21][CH:20]=[CH:19][CH:18]=3)[C:12]=2[C:13]([O:15]C)=[O:14])[CH:9]=1.Cl, predict the reaction product. The product is: [Br:3][C:4]1[CH:5]=[CH:6][C:7]2[N:8]([N:10]=[C:11]([C:17]3[CH:18]=[CH:19][CH:20]=[CH:21][CH:22]=3)[C:12]=2[C:13]([OH:15])=[O:14])[CH:9]=1. (2) Given the reactants [CH3:1][C@@H:2]1[CH2:7][N:6](C(OC(C)(C)C)=O)[C@H:5]([CH2:15][NH:16][C:17]2[CH:22]=[CH:21][C:20]([C:23]([F:26])([F:25])[F:24])=[CH:19][N:18]=2)[CH2:4][CH2:3]1, predict the reaction product. The product is: [CH3:1][C@@H:2]1[CH2:7][NH:6][C@H:5]([CH2:15][NH:16][C:17]2[CH:22]=[CH:21][C:20]([C:23]([F:26])([F:24])[F:25])=[CH:19][N:18]=2)[CH2:4][CH2:3]1. (3) Given the reactants [H-].[Na+].[CH:3]1([CH2:6][OH:7])[CH2:5][CH2:4]1.C[O:9][C:10]([C:12]1[CH:17]=[CH:16][C:15]([N:18]2[CH2:21][C:20]([F:23])([F:22])[CH2:19]2)=[C:14](Cl)[N:13]=1)=[O:11], predict the reaction product. The product is: [CH:3]1([CH2:6][O:7][C:14]2[N:13]=[C:12]([C:10]([OH:11])=[O:9])[CH:17]=[CH:16][C:15]=2[N:18]2[CH2:21][C:20]([F:23])([F:22])[CH2:19]2)[CH2:5][CH2:4]1.